Dataset: Catalyst prediction with 721,799 reactions and 888 catalyst types from USPTO. Task: Predict which catalyst facilitates the given reaction. Reactant: [CH2:1]([N:8]1[C:16]([C:17]2[CH:33]=[CH:32][C:20]([O:21][C:22]3[CH:23]=[C:24]([CH:29]=[CH:30][CH:31]=3)[C:25]([O:27]C)=O)=[CH:19][CH:18]=2)=[C:15]2[C:10]([C:11]([C:34]([F:37])([F:36])[F:35])=[CH:12][CH:13]=[CH:14]2)=[N:9]1)[C:2]1[CH:7]=[CH:6][CH:5]=[CH:4][CH:3]=1.[C-]#N.[Na+].[CH3:41][NH:42][CH3:43]. Product: [CH2:1]([N:8]1[C:16]([C:17]2[CH:33]=[CH:32][C:20]([O:21][C:22]3[CH:23]=[C:24]([CH:29]=[CH:30][CH:31]=3)[C:25]([N:42]([CH3:43])[CH3:41])=[O:27])=[CH:19][CH:18]=2)=[C:15]2[C:10]([C:11]([C:34]([F:36])([F:35])[F:37])=[CH:12][CH:13]=[CH:14]2)=[N:9]1)[C:2]1[CH:7]=[CH:6][CH:5]=[CH:4][CH:3]=1. The catalyst class is: 5.